From a dataset of Forward reaction prediction with 1.9M reactions from USPTO patents (1976-2016). Predict the product of the given reaction. The product is: [Cl:22][C:17]1[CH:16]=[C:15]([NH:14][C:5]2[C:4]3[C:9](=[CH:10][CH:11]=[C:2]([NH:1][CH2:36][C:32]4[NH:33][C:34]5[C:30]([CH:31]=4)=[CH:29][CH:28]=[C:27]([CH2:26][N:24]([CH3:23])[CH3:25])[CH:35]=5)[CH:3]=3)[N:8]=[CH:7][C:6]=2[C:12]#[N:13])[CH:20]=[CH:19][C:18]=1[F:21]. Given the reactants [NH2:1][C:2]1[CH:3]=[C:4]2[C:9](=[CH:10][CH:11]=1)[N:8]=[CH:7][C:6]([C:12]#[N:13])=[C:5]2[NH:14][C:15]1[CH:20]=[CH:19][C:18]([F:21])=[C:17]([Cl:22])[CH:16]=1.[CH3:23][N:24]([CH2:26][C:27]1[CH:35]=[C:34]2[C:30]([CH:31]=[C:32]([CH:36]=O)[NH:33]2)=[CH:29][CH:28]=1)[CH3:25].[BH3-]C#N.[Na+], predict the reaction product.